From a dataset of Reaction yield outcomes from USPTO patents with 853,638 reactions. Predict the reaction yield, written as a fraction of the theoretical maximum amount of product (1.0 means a 100% yield; for example, 0.34 means a 34% yield). (1) The yield is 0.440. The product is [F:1][C:2]([F:20])([F:21])[O:3][C:4]1[CH:5]=[C:6]([CH:17]=[CH:18][CH:19]=1)[O:7][C:8]1[CH:9]=[C:10]([CH:11]=[CH:12][CH:13]=1)[NH2:14]. The catalyst is C(O)(=O)C.[Zn]. The reactants are [F:1][C:2]([F:21])([F:20])[O:3][C:4]1[CH:5]=[C:6]([CH:17]=[CH:18][CH:19]=1)[O:7][C:8]1[CH:9]=[C:10]([N+:14]([O-])=O)[CH:11]=[CH:12][CH:13]=1. (2) The reactants are [F:1][C:2]1([F:24])[CH2:6][N:5]([C:7]2[CH:12]=[CH:11][N:10]3[N:13]=[CH:14][C:15]([NH2:16])=[C:9]3[N:8]=2)[C@@H:4]([C:17]2[CH:22]=[CH:21][CH:20]=[C:19]([F:23])[CH:18]=2)[CH2:3]1.C1N=CN([C:30]([N:32]2[CH:36]=N[CH:34]=[CH:33]2)=[O:31])C=1.Cl.N1CC([OH:42])C1.CCN(C(C)C)C(C)C. The catalyst is C(Cl)Cl. The product is [F:24][C:2]1([F:1])[CH2:6][N:5]([C:7]2[CH:12]=[CH:11][N:10]3[N:13]=[CH:14][C:15]([NH:16][C:30]([N:32]4[CH2:33][CH:34]([OH:42])[CH2:36]4)=[O:31])=[C:9]3[N:8]=2)[C@@H:4]([C:17]2[CH:22]=[CH:21][CH:20]=[C:19]([F:23])[CH:18]=2)[CH2:3]1. The yield is 0.480.